This data is from Reaction yield outcomes from USPTO patents with 853,638 reactions. The task is: Predict the reaction yield, written as a fraction of the theoretical maximum amount of product (1.0 means a 100% yield; for example, 0.34 means a 34% yield). (1) The reactants are [S:1]1[CH2:5][CH2:4][NH:3][C:2]1=[O:6].C(=O)([O-])[O-].[K+].[K+].Cl.[CH3:14][N:15]([CH3:20])[CH2:16][CH2:17][CH2:18]Cl.C1OCCOCCOCCOCCOCCOC1. The catalyst is C(#N)C. The product is [CH3:14][N:15]([CH3:20])[CH2:16][CH2:17][CH2:18][N:3]1[CH2:4][CH2:5][S:1][C:2]1=[O:6]. The yield is 0.150. (2) The reactants are [C:1]([O:5][C:6]([NH:8][C@H:9]([C:11]1[CH:19]=[CH:18][C:14]([C:15]([OH:17])=O)=[C:13]([Cl:20])[CH:12]=1)[CH3:10])=[O:7])([CH3:4])([CH3:3])[CH3:2].[CH:21]1([NH2:26])[CH2:25][CH2:24][CH2:23][CH2:22]1.CCN=C=NCCCN(C)C.Cl.ON1C2N=CC=CC=2N=N1.CCN(C(C)C)C(C)C. The catalyst is O.CN(C=O)C. The product is [Cl:20][C:13]1[CH:12]=[C:11]([C@@H:9]([NH:8][C:6](=[O:7])[O:5][C:1]([CH3:2])([CH3:3])[CH3:4])[CH3:10])[CH:19]=[CH:18][C:14]=1[C:15](=[O:17])[NH:26][CH:21]1[CH2:25][CH2:24][CH2:23][CH2:22]1. The yield is 0.970. (3) The reactants are [C:1]1([N:7]2[CH2:12][CH2:11][NH:10][CH2:9][CH2:8]2)[CH:6]=[CH:5][CH:4]=[CH:3][CH:2]=1.C(N(CC)CC)C.ClC(Cl)(O[C:24](=[O:30])OC(Cl)(Cl)Cl)Cl.[CH3:32][N:33]([CH3:59])[CH2:34][CH2:35][C@@H:36]([NH:45][C:46]1[CH:51]=[CH:50][C:49]([S:52]([NH2:55])(=[O:54])=[O:53])=[CH:48][C:47]=1[N+:56]([O-:58])=[O:57])[CH2:37][S:38][C:39]1[CH:44]=[CH:43][CH:42]=[CH:41][CH:40]=1. The catalyst is ClCCl.CN(C1C=CN=CC=1)C. The product is [CH3:59][N:33]([CH3:32])[CH2:34][CH2:35][C@@H:36]([NH:45][C:46]1[CH:51]=[CH:50][C:49]([S:52]([NH:55][C:24]([N:10]2[CH2:11][CH2:12][N:7]([C:1]3[CH:6]=[CH:5][CH:4]=[CH:3][CH:2]=3)[CH2:8][CH2:9]2)=[O:30])(=[O:53])=[O:54])=[CH:48][C:47]=1[N+:56]([O-:58])=[O:57])[CH2:37][S:38][C:39]1[CH:40]=[CH:41][CH:42]=[CH:43][CH:44]=1. The yield is 0.410. (4) The reactants are [CH3:1][NH:2][C:3]([C:5]1[N:6]=[C:7](I)[NH:8][C:9]=1[CH2:10][CH2:11][CH3:12])=[O:4]. The catalyst is CO. The product is [CH3:1][NH:2][C:3]([C:5]1[N:6]=[C:7]([C:7]2[NH:8][C:9]([CH2:10][CH2:11][CH3:12])=[C:5]([C:3]([NH:2][CH3:1])=[O:4])[N:6]=2)[NH:8][C:9]=1[CH2:10][CH2:11][CH3:12])=[O:4]. The yield is 0.430. (5) The reactants are [CH3:1][O:2][C:3]1[C:4]2[CH:11]=[CH:10][N:9]([C@@H:12]3[O:17][C@H:16]([CH2:18][OH:19])[CH2:15][C@H:13]3[OH:14])[C:5]=2[N:6]=[CH:7][N:8]=1.[I:20]N1C(=O)CCC1=O. The catalyst is CN(C=O)C. The yield is 0.680. The product is [CH3:1][O:2][C:3]1[C:4]2[C:11]([I:20])=[CH:10][N:9]([C@@H:12]3[O:17][C@H:16]([CH2:18][OH:19])[CH2:15][C@H:13]3[OH:14])[C:5]=2[N:6]=[CH:7][N:8]=1. (6) The reactants are [Br:1][C:2]1[CH:10]=[CH:9][C:8]([C:11]#[N:12])=[CH:7][C:3]=1[C:4]([OH:6])=O.[F:13][C:14]1[CH:15]=[C:16]([C:26](=[O:28])[CH3:27])[CH:17]=[CH:18][C:19]=1[N:20]1[CH2:25][CH2:24][NH:23][CH2:22][CH2:21]1. The catalyst is CN(C=O)C. The product is [C:26]([C:16]1[CH:17]=[CH:18][C:19]([N:20]2[CH2:21][CH2:22][N:23]([C:4]([C:3]3[CH:7]=[C:8]([CH:9]=[CH:10][C:2]=3[Br:1])[C:11]#[N:12])=[O:6])[CH2:24][CH2:25]2)=[C:14]([F:13])[CH:15]=1)(=[O:28])[CH3:27]. The yield is 0.490. (7) The reactants are [OH:1][C@@:2]1([C:9]#[C:10][C:11]2[CH:12]=[C:13]([C:17]3[N:18]=[C:19]([C:26]([O:28]CC)=O)[N:20]4[CH2:25][CH2:24][CH2:23][CH2:22][C:21]=34)[CH:14]=[CH:15][CH:16]=2)[CH2:6][CH2:5][N:4]([CH3:7])[C:3]1=[O:8].[NH3:31]. No catalyst specified. The product is [OH:1][C@@:2]1([C:9]#[C:10][C:11]2[CH:12]=[C:13]([C:17]3[N:18]=[C:19]([C:26]([NH2:31])=[O:28])[N:20]4[CH2:25][CH2:24][CH2:23][CH2:22][C:21]=34)[CH:14]=[CH:15][CH:16]=2)[CH2:6][CH2:5][N:4]([CH3:7])[C:3]1=[O:8]. The yield is 0.260. (8) The reactants are Br[C:2]1[CH:3]=[C:4]([NH:10][C:11]2[CH:16]=[CH:15][C:14]([C:17]3[CH2:18][CH2:19][N:20]([CH:23]4[CH2:26][O:25][CH2:24]4)[CH2:21][CH:22]=3)=[CH:13][N:12]=2)[C:5](=[O:9])[N:6]([CH3:8])[CH:7]=1.[C:27]([O:30][CH2:31][C:32]1[C:33]([N:47]2[CH2:59][CH2:58][N:50]3[C:51]4[CH2:52][CH2:53][CH2:54][CH2:55][C:56]=4[CH:57]=[C:49]3[C:48]2=[O:60])=[N:34][CH:35]=[CH:36][C:37]=1B1OC(C)(C)C(C)(C)O1)(=[O:29])[CH3:28].[O-]P([O-])([O-])=O.[K+].[K+].[K+].C([O-])(=O)C.[Na+]. The catalyst is C1C=CC(P(C2C=CC=CC=2)[C-]2C=CC=C2)=CC=1.C1C=CC(P(C2C=CC=CC=2)[C-]2C=CC=C2)=CC=1.Cl[Pd]Cl.[Fe+2].O.C(#N)C. The product is [C:27]([O:30][CH2:31][C:32]1[C:33]([N:47]2[CH2:59][CH2:58][N:50]3[C:51]4[CH2:52][CH2:53][CH2:54][CH2:55][C:56]=4[CH:57]=[C:49]3[C:48]2=[O:60])=[N:34][CH:35]=[CH:36][C:37]=1[C:2]1[CH:3]=[C:4]([NH:10][C:11]2[CH:16]=[CH:15][C:14]([C:17]3[CH2:18][CH2:19][N:20]([CH:23]4[CH2:26][O:25][CH2:24]4)[CH2:21][CH:22]=3)=[CH:13][N:12]=2)[C:5](=[O:9])[N:6]([CH3:8])[CH:7]=1)(=[O:29])[CH3:28]. The yield is 0.680. (9) The catalyst is C1COCC1.CO.O. The yield is 0.710. The product is [NH2:23][C:20]1[N:21]=[CH:22][C:17]([NH:16][C:14]2[N:13]=[CH:12][C:7]3[CH2:8][C:9](=[O:11])[NH:10][C:4]4[CH:3]=[C:2]([Cl:1])[CH:31]=[CH:30][C:5]=4[C:6]=3[N:15]=2)=[CH:18][CH:19]=1. The reactants are [Cl:1][C:2]1[CH:31]=[CH:30][C:5]2[C:6]3[N:15]=[C:14]([NH:16][C:17]4[CH:18]=[CH:19][C:20]([NH:23]C(=O)C(C)(C)C)=[N:21][CH:22]=4)[N:13]=[CH:12][C:7]=3[CH2:8][C:9](=[O:11])[NH:10][C:4]=2[CH:3]=1.Cl.C([O-])([O-])=O.[K+].[K+]. (10) The reactants are C([O:3][C:4]([C:6]12[CH2:24][CH:23]1[CH:22]=[CH:21][CH2:20][CH2:19][CH2:18][CH2:17][CH2:16][CH:15]([NH:25][C:26]([O:28][C:29]([CH3:32])([CH3:31])[CH3:30])=[O:27])[C:14](=[O:33])[N:13]1[CH:9]([CH2:10][CH:11]([O:34][Si:35]([C:38]([CH3:41])([CH3:40])[CH3:39])([CH3:37])[CH3:36])[CH2:12]1)[C:8](=[O:42])[NH:7]2)=[O:5])C.C1COCC1.CO.O.[OH-].[Li+]. The catalyst is O. The product is [C:29]([O:28][C:26]([NH:25][CH:15]1[C:14](=[O:33])[N:13]2[CH:9]([CH2:10][CH:11]([O:34][Si:35]([C:38]([CH3:40])([CH3:39])[CH3:41])([CH3:37])[CH3:36])[CH2:12]2)[C:8](=[O:42])[NH:7][C:6]2([C:4]([OH:5])=[O:3])[CH:23]([CH2:24]2)[CH:22]=[CH:21][CH2:20][CH2:19][CH2:18][CH2:17][CH2:16]1)=[O:27])([CH3:30])([CH3:31])[CH3:32]. The yield is 0.840.